Dataset: Catalyst prediction with 721,799 reactions and 888 catalyst types from USPTO. Task: Predict which catalyst facilitates the given reaction. (1) Reactant: Cl[C:2]1[CH:7]=[CH:6][N:5]=[C:4]2[N:8]([CH2:11][O:12][CH2:13][CH2:14][Si:15]([CH3:18])([CH3:17])[CH3:16])[CH:9]=[CH:10][C:3]=12.[Cl:19][C:20]1[CH:25]=[CH:24][C:23]([OH:26])=[CH:22][CH:21]=1.CC(C1C=C(C(C)C)C(C2C=CC=CC=2P(C2CCCCC2)C2CCCCC2)=C(C(C)C)C=1)C.C([O-])([O-])=O.[K+].[K+]. Product: [Cl:19][C:20]1[CH:25]=[CH:24][C:23]([O:26][C:2]2[CH:7]=[CH:6][N:5]=[C:4]3[N:8]([CH2:11][O:12][CH2:13][CH2:14][Si:15]([CH3:18])([CH3:17])[CH3:16])[CH:9]=[CH:10][C:3]=23)=[CH:22][CH:21]=1. The catalyst class is: 110. (2) Reactant: [CH2:1]([O:3][C:4]1[CH:17]=[CH:16][C:15]2[C:14]3[C:9](=[C:10]([F:29])[C:11]([O:18][CH2:19][CH:20]4[CH2:25][CH2:24][CH:23]([CH2:26][CH2:27][CH3:28])[CH2:22][CH2:21]4)=[CH:12][CH:13]=3)[CH:8]([OH:30])[CH:7]([OH:31])[C:6]=2[C:5]=1[F:32])[CH3:2]. Product: [CH2:1]([O:3][C:4]1[CH:17]=[CH:16][C:15]2[C:14]3[C:9](=[C:10]([F:29])[C:11]([O:18][CH2:19][CH:20]4[CH2:21][CH2:22][CH:23]([CH2:26][CH2:27][CH3:28])[CH2:24][CH2:25]4)=[CH:12][CH:13]=3)[C:8](=[O:30])[C:7](=[O:31])[C:6]=2[C:5]=1[F:32])[CH3:2]. The catalyst class is: 16. (3) Reactant: [CH2:1]([O:8][C:9]1[CH:10]=[C:11]2[C:15](=[CH:16][C:17]=1[O:18][CH3:19])[NH:14][CH:13]=[CH:12]2)[C:2]1[CH:7]=[CH:6][CH:5]=[CH:4][CH:3]=1.C([Mg]Br)C.[CH3:24][C:25]1([CH3:33])[C:27]([CH3:29])([CH3:28])[CH:26]1[C:30](Cl)=[O:31]. Product: [CH2:1]([O:8][C:9]1[CH:10]=[C:11]2[C:15](=[CH:16][C:17]=1[O:18][CH3:19])[NH:14][CH:13]=[C:12]2[C:30]([CH:26]1[C:27]([CH3:29])([CH3:28])[C:25]1([CH3:33])[CH3:24])=[O:31])[C:2]1[CH:3]=[CH:4][CH:5]=[CH:6][CH:7]=1. The catalyst class is: 530. (4) Reactant: Cl[C:2]1[N:10]=[CH:9][N:8]=[C:7]2[C:3]=1[N:4]=[CH:5][N:6]2[CH:11]=[CH2:12].[NH3:13].CO. Product: [CH:11]([N:6]1[CH:5]=[N:4][C:3]2[C:7]1=[N:8][CH:9]=[N:10][C:2]=2[NH2:13])=[CH2:12]. The catalyst class is: 6. (5) Reactant: [CH3:1][C:2]([CH3:16])([CH3:15])[C:3]([NH:5][C:6]1[CH:11]=[CH:10][C:9](SC)=[CH:8][C:7]=1[I:14])=[O:4].O[O:18][S:19]([O-:21])=O.[K+].[C:23](=O)([O-])O.[Na+]. Product: [CH3:15][C:2]([CH3:1])([CH3:16])[C:3]([NH:5][C:6]1[CH:11]=[CH:10][C:9]([S:19]([CH3:23])(=[O:21])=[O:18])=[CH:8][C:7]=1[I:14])=[O:4]. The catalyst class is: 30. (6) The catalyst class is: 4. Reactant: Cl.Cl.[CH3:3][C:4]1[N:8]([CH:9]2[CH2:15][CH:14]3[N:16]([CH2:17][CH2:18][C:19]4([C:25]5[CH:30]=[CH:29][CH:28]=[CH:27][CH:26]=5)[CH2:24][CH2:23][NH:22][CH2:21][CH2:20]4)[CH:11]([CH2:12][CH2:13]3)[CH2:10]2)[C:7]2[CH:31]=[CH:32][CH:33]=[CH:34][C:6]=2[N:5]=1.C(N(CC)CC)C.[O:42]1[CH:46]=[CH:45][CH:44]=[C:43]1[C:47](Cl)=[O:48]. Product: [O:42]1[CH:46]=[CH:45][CH:44]=[C:43]1[C:47]([N:22]1[CH2:21][CH2:20][C:19]([CH2:18][CH2:17][N:16]2[C@H:14]3[CH2:13][CH2:12][C@@H:11]2[CH2:10][CH:9]([N:8]2[C:7]4[CH:31]=[CH:32][CH:33]=[CH:34][C:6]=4[N:5]=[C:4]2[CH3:3])[CH2:15]3)([C:25]2[CH:30]=[CH:29][CH:28]=[CH:27][CH:26]=2)[CH2:24][CH2:23]1)=[O:48]. (7) Reactant: [F:8][C:7]([F:10])([F:9])[C:6](O[C:6](=O)[C:7]([F:10])([F:9])[F:8])=O.I.[NH:15]1[CH2:21][CH2:20][CH2:19][CH2:18][NH:17][C:16]1=[N:22][NH2:23]. Product: [F:10][C:7]([F:8])([F:9])[C:6]1[N:15]2[CH2:21][CH2:20][CH2:19][CH2:18][NH:17][C:16]2=[N:22][N:23]=1. The catalyst class is: 2. (8) Reactant: C([O:4][CH:5]([C:14]1[CH:19]=[CH:18][CH:17]=[CH:16][CH:15]=1)[CH:6]=[CH:7]C1C=CC=CC=1)(=O)C.C(OC)(=O)CC(OC)=O.CC([O-])=O.[K+]. Product: [C:14]1([CH:5]([OH:4])[CH2:6][CH3:7])[CH:19]=[CH:18][CH:17]=[CH:16][CH:15]=1. The catalyst class is: 2. (9) Reactant: [C@H:1]12[CH2:31][C@H:4]([N:5]([C:7]([C:9]3[CH:14]=[CH:13][C:12]([NH:15][C:16]4[N:21]=[C:20]([C:22]5[N:23]([CH:28]([CH3:30])[CH3:29])[C:24]([CH3:27])=[N:25][CH:26]=5)[CH:19]=[CH:18][N:17]=4)=[CH:11][CH:10]=3)=[O:8])[CH2:6]1)[CH2:3][NH:2]2.[CH3:32][O:33][CH2:34][CH2:35]Br. Product: [CH3:32][O:33][CH2:34][CH2:35][N:2]1[C@H:1]2[CH2:31][C@H:4]([N:5]([C:7]([C:9]3[CH:10]=[CH:11][C:12]([NH:15][C:16]4[N:21]=[C:20]([C:22]5[N:23]([CH:28]([CH3:29])[CH3:30])[C:24]([CH3:27])=[N:25][CH:26]=5)[CH:19]=[CH:18][N:17]=4)=[CH:13][CH:14]=3)=[O:8])[CH2:6]2)[CH2:3]1. The catalyst class is: 44. (10) Reactant: [O:1]=[C:2]1[CH:7]([N:8]2[C:16](=[O:17])[C:15]3[C:10](=[CH:11][CH:12]=[CH:13][CH:14]=3)[C:9]2=[O:18])[CH2:6][CH2:5][C:4](=[O:19])[NH:3]1.[H-].[Na+].Cl[CH:23]([OH:25])[CH3:24]. Product: [OH:25][CH2:23][CH2:24][N:3]1[C:4](=[O:19])[CH2:5][CH2:6][CH:7]([N:8]2[C:16](=[O:17])[C:15]3[C:10](=[CH:11][CH:12]=[CH:13][CH:14]=3)[C:9]2=[O:18])[C:2]1=[O:1]. The catalyst class is: 18.